Regression/Classification. Given a drug SMILES string, predict its absorption, distribution, metabolism, or excretion properties. Task type varies by dataset: regression for continuous measurements (e.g., permeability, clearance, half-life) or binary classification for categorical outcomes (e.g., BBB penetration, CYP inhibition). Dataset: cyp2c9_veith. From a dataset of CYP2C9 inhibition data for predicting drug metabolism from PubChem BioAssay. (1) The drug is CN(C(=O)Cc1ccc(Cl)c(Cl)c1)[C@@H]1CC[C@@]2(CCCO2)C[C@H]1N1CCCC1.CS(=O)(=O)O. The result is 0 (non-inhibitor). (2) The compound is COCC(=O)N1CCC2(CCCN(C(=O)Nc3ccccc3)C2)CC1. The result is 0 (non-inhibitor). (3) The compound is Cc1noc(C)c1-c1nccc(NCc2ccccc2)n1. The result is 0 (non-inhibitor). (4) The result is 0 (non-inhibitor). The compound is O=C(c1ccco1)N1CCC2(CCCN(c3ncccn3)C2)CC1. (5) The compound is O=C(c1ccco1)N1CCC2(CCN(Cc3ccncc3)CC2)CC1. The result is 1 (inhibitor).